The task is: Predict the reactants needed to synthesize the given product.. This data is from Full USPTO retrosynthesis dataset with 1.9M reactions from patents (1976-2016). (1) Given the product [Br:5][C:6]1[CH:11]=[CH:10][C:9]([C:12](=[O:18])[CH2:13][CH2:14][CH2:15][CH2:16][CH3:17])=[CH:8][CH:7]=1, predict the reactants needed to synthesize it. The reactants are: [Al+3].[Cl-].[Cl-].[Cl-].[Br:5][C:6]1[CH:11]=[CH:10][CH:9]=[CH:8][CH:7]=1.[C:12](Cl)(=[O:18])[CH2:13][CH2:14][CH2:15][CH2:16][CH3:17]. (2) The reactants are: [Li+].C[Si]([N-][Si](C)(C)C)(C)C.[CH2:11]([O:18][C:19]1[CH:20]=[C:21]([Br:28])[C:22]2[S:26][CH:25]=[N:24][C:23]=2[CH:27]=1)[C:12]1[CH:17]=[CH:16][CH:15]=[CH:14][CH:13]=1.[CH3:29]I. Given the product [CH2:11]([O:18][C:19]1[CH:20]=[C:21]([Br:28])[C:22]2[S:26][C:25]([CH3:29])=[N:24][C:23]=2[CH:27]=1)[C:12]1[CH:13]=[CH:14][CH:15]=[CH:16][CH:17]=1, predict the reactants needed to synthesize it. (3) Given the product [CH2:14]([N:11]1[CH2:12][CH2:13][N:8]([C:5]2[CH:6]=[CH:7][C:2]([N:31]3[CH2:32][CH2:33][CH2:34][C@@H:29]([O:28][CH3:27])[CH2:30]3)=[CH:3][C:4]=2[CH:18]2[CH2:23][CH2:22][C:21]([CH3:25])([CH3:24])[CH2:20][CH2:19]2)[CH2:9][CH2:10]1)[CH2:15][CH2:16][CH3:17], predict the reactants needed to synthesize it. The reactants are: Br[C:2]1[CH:7]=[CH:6][C:5]([N:8]2[CH2:13][CH2:12][N:11]([CH2:14][CH2:15][CH2:16][CH3:17])[CH2:10][CH2:9]2)=[C:4]([CH:18]2[CH2:23][CH2:22][C:21]([CH3:25])([CH3:24])[CH2:20][CH2:19]2)[CH:3]=1.Cl.[CH3:27][O:28][C@@H:29]1[CH2:34][CH2:33][CH2:32][NH:31][CH2:30]1.P([O-])([O-])([O-])=O.[K+].[K+].[K+].F[B-](F)(F)F.C([PH+](C(C)(C)C)C(C)(C)C)(C)(C)C.